From a dataset of NCI-60 drug combinations with 297,098 pairs across 59 cell lines. Regression. Given two drug SMILES strings and cell line genomic features, predict the synergy score measuring deviation from expected non-interaction effect. (1) Drug 1: CN(C(=O)NC(C=O)C(C(C(CO)O)O)O)N=O. Drug 2: CC1CCCC2(C(O2)CC(NC(=O)CC(C(C(=O)C(C1O)C)(C)C)O)C(=CC3=CSC(=N3)C)C)C. Cell line: HCT116. Synergy scores: CSS=63.4, Synergy_ZIP=4.42, Synergy_Bliss=3.65, Synergy_Loewe=-15.7, Synergy_HSA=5.62. (2) Drug 1: CC1C(C(CC(O1)OC2CC(CC3=C2C(=C4C(=C3O)C(=O)C5=C(C4=O)C(=CC=C5)OC)O)(C(=O)CO)O)N)O.Cl. Drug 2: CN(CC1=CN=C2C(=N1)C(=NC(=N2)N)N)C3=CC=C(C=C3)C(=O)NC(CCC(=O)O)C(=O)O. Cell line: MALME-3M. Synergy scores: CSS=16.8, Synergy_ZIP=-4.63, Synergy_Bliss=0.186, Synergy_Loewe=-3.03, Synergy_HSA=-1.93. (3) Cell line: SK-MEL-5. Drug 1: CCC1(CC2CC(C3=C(CCN(C2)C1)C4=CC=CC=C4N3)(C5=C(C=C6C(=C5)C78CCN9C7C(C=CC9)(C(C(C8N6C)(C(=O)OC)O)OC(=O)C)CC)OC)C(=O)OC)O.OS(=O)(=O)O. Drug 2: C1=NC2=C(N1)C(=S)N=CN2. Synergy scores: CSS=10.8, Synergy_ZIP=-8.93, Synergy_Bliss=0.484, Synergy_Loewe=-5.29, Synergy_HSA=0.560. (4) Drug 1: C1=C(C(=O)NC(=O)N1)F. Drug 2: CCC1(C2=C(COC1=O)C(=O)N3CC4=CC5=C(C=CC(=C5CN(C)C)O)N=C4C3=C2)O.Cl. Cell line: SF-539. Synergy scores: CSS=49.9, Synergy_ZIP=-13.5, Synergy_Bliss=-19.0, Synergy_Loewe=-15.1, Synergy_HSA=-14.5. (5) Drug 1: CC(C1=C(C=CC(=C1Cl)F)Cl)OC2=C(N=CC(=C2)C3=CN(N=C3)C4CCNCC4)N. Drug 2: COC1=NC(=NC2=C1N=CN2C3C(C(C(O3)CO)O)O)N. Cell line: SW-620. Synergy scores: CSS=6.16, Synergy_ZIP=-3.37, Synergy_Bliss=-3.48, Synergy_Loewe=-13.0, Synergy_HSA=-5.06.